This data is from Forward reaction prediction with 1.9M reactions from USPTO patents (1976-2016). The task is: Predict the product of the given reaction. (1) Given the reactants Br[C:2]1[CH:7]=[CH:6][C:5]([Cl:8])=[CH:4][CH:3]=1.[C:9](=[O:16])([O:11][C:12]([CH3:15])([CH3:14])[CH3:13])[NH2:10].C([O-])([O-])=O.[K+].[K+].CNCCNC, predict the reaction product. The product is: [C:12]([O:11][C:9]([NH:10][C:2]1[CH:7]=[CH:6][C:5]([Cl:8])=[CH:4][CH:3]=1)=[O:16])([CH3:15])([CH3:14])[CH3:13]. (2) Given the reactants Br.[NH2:2][C@H:3]1[CH2:6][C@H:5]([N:7]2[C:11]3=[N:12][CH:13]=[CH:14][CH:15]=[C:10]3[C:9]([F:17])([F:16])[C:8]2=[O:18])[CH2:4]1.Cl[C:20]1[S:21][C:22]2[CH:28]=[CH:27][CH:26]=[CH:25][C:23]=2[N:24]=1.C(N(CC)C(C)C)(C)C, predict the reaction product. The product is: [S:21]1[C:22]2[CH:28]=[CH:27][CH:26]=[CH:25][C:23]=2[N:24]=[C:20]1[NH:2][C@H:3]1[CH2:6][C@H:5]([N:7]2[C:11]3=[N:12][CH:13]=[CH:14][CH:15]=[C:10]3[C:9]([F:17])([F:16])[C:8]2=[O:18])[CH2:4]1. (3) Given the reactants C(Cl)Cl.C[O:5][C:6](=[O:30])[C:7]1[CH:12]=[CH:11][CH:10]=[CH:9][C:8]=1[C:13](=[O:29])[C:14]1[CH:19]=[CH:18][C:17]([O:20][CH2:21][O:22][CH2:23][CH2:24][Si:25]([CH3:28])([CH3:27])[CH3:26])=[CH:16][CH:15]=1.C[Si](C)(C)[O-].[K+], predict the reaction product. The product is: [CH3:26][Si:25]([CH3:28])([CH3:27])[CH2:24][CH2:23][O:22][CH2:21][O:20][C:17]1[CH:18]=[CH:19][C:14]([C:13]([C:8]2[CH:9]=[CH:10][CH:11]=[CH:12][C:7]=2[C:6]([OH:30])=[O:5])=[O:29])=[CH:15][CH:16]=1. (4) Given the reactants [I:1][C:2]1[CH:3]=[CH:4][C:5]([NH:9][CH:10]=[C:11]([C:17]([O:19]CC)=O)[C:12]([O:14][CH2:15][CH3:16])=[O:13])=[N:6][C:7]=1[CH3:8].C(O)C, predict the reaction product. The product is: [OH:19][C:17]1[C:4]2[C:5](=[N:6][C:7]([CH3:8])=[C:2]([I:1])[CH:3]=2)[N:9]=[CH:10][C:11]=1[C:12]([O:14][CH2:15][CH3:16])=[O:13]. (5) The product is: [CH3:14][O:15][C:16]1[CH:17]=[C:18]2[C:22](=[CH:23][CH:24]=1)[NH:21][C:20]([C:25]([NH:1][C@H:2]1[CH2:6][CH2:5][NH:4][CH2:3]1)=[O:26])=[CH:19]2. Given the reactants [NH2:1][C@H:2]1[CH2:6][CH2:5][N:4](C(OC(C)(C)C)=O)[CH2:3]1.[CH3:14][O:15][C:16]1[CH:17]=[C:18]2[C:22](=[CH:23][CH:24]=1)[NH:21][C:20]([C:25](O)=[O:26])=[CH:19]2.N, predict the reaction product. (6) Given the reactants [F:1][C:2]1[CH:7]=[CH:6][C:5]([N:8]([CH2:16][CH2:17][O:18][CH3:19])[C:9]([N:11]2[CH:15]=[CH:14][N:13]=[CH:12]2)=[O:10])=[CH:4][CH:3]=1.[CH3:20][I:21], predict the reaction product. The product is: [I-:21].[F:1][C:2]1[CH:3]=[CH:4][C:5]([N:8]([CH2:16][CH2:17][O:18][CH3:19])[C:9]([N:11]2[CH:15]=[CH:14][N+:13]([CH3:20])=[CH:12]2)=[O:10])=[CH:6][CH:7]=1. (7) Given the reactants [ClH:1].[OH:2][CH:3]([CH2:18][O:19][C:20]1[C:29]2[C:24](=[CH:25][CH:26]=[CH:27][CH:28]=2)[CH:23]=C[CH:21]=1)[CH2:4][NH:5][C:6]([CH3:17])([CH3:16])[CH2:7][C:8]1[CH:13]=[CH:12][C:11]([O:14][CH3:15])=[CH:10][CH:9]=1.Cl.OC(COC1C=CC=CC=1C)CNC(C)(C)CC1C=CC(OC)=CC=1, predict the reaction product. The product is: [ClH:1].[OH:2][CH:3]([CH2:18][O:19][C:20]1[CH:21]=[CH:26][CH:27]=[CH:28][C:29]=1[CH:24]([CH3:25])[CH3:23])[CH2:4][NH:5][C:6]([CH3:16])([CH3:17])[CH2:7][C:8]1[CH:9]=[CH:10][C:11]([O:14][CH3:15])=[CH:12][CH:13]=1.